Dataset: Forward reaction prediction with 1.9M reactions from USPTO patents (1976-2016). Task: Predict the product of the given reaction. (1) The product is: [C:36]([NH2:4])([O:38][CH2:39][CH:40]1[C:52]2[C:47](=[CH:48][CH:49]=[CH:50][CH:51]=2)[C:46]2[C:41]1=[CH:42][CH:43]=[CH:44][CH:45]=2)=[O:37]. Given the reactants C([NH:4]CC1SC=C(CN2CCN([C@@H]([C@@H](C)CC)C(OC(C)(C)C)=O)C2=O)N=1)(C)C.C([O-])(O)=O.[Na+].Cl[C:36]([O:38][CH2:39][CH:40]1[C:52]2[CH:51]=[CH:50][CH:49]=[CH:48][C:47]=2[C:46]2[C:41]1=[CH:42][CH:43]=[CH:44][CH:45]=2)=[O:37], predict the reaction product. (2) Given the reactants Cl[S:2]([CH2:5][C@H:6]([CH3:17])[C:7]([O:9][CH2:10][C:11]1[CH:16]=[CH:15][CH:14]=[CH:13][CH:12]=1)=[O:8])(=[O:4])=[O:3].[NH3:18], predict the reaction product. The product is: [NH2:18][S:2]([CH2:5][C@H:6]([CH3:17])[C:7]([O:9][CH2:10][C:11]1[CH:16]=[CH:15][CH:14]=[CH:13][CH:12]=1)=[O:8])(=[O:4])=[O:3]. (3) The product is: [F:18][C:15]1[CH:16]=[CH:17][C:4]2[C:3](=[CH:2][C:27]3[CH:36]=[CH:35][C:30]4[NH:31][C:32](=[O:34])[NH:33][C:29]=4[CH:28]=3)[C:9]3[CH:10]=[CH:11][CH:12]=[CH:13][C:8]=3[CH2:7][O:6][C:5]=2[CH:14]=1. Given the reactants Br[CH:2]=[C:3]1[C:9]2[CH:10]=[CH:11][CH:12]=[CH:13][C:8]=2[CH2:7][O:6][C:5]2[CH:14]=[C:15]([F:18])[CH:16]=[CH:17][C:4]1=2.CC1(C)C(C)(C)OB([C:27]2[CH:36]=[CH:35][C:30]3[NH:31][C:32](=[O:34])[NH:33][C:29]=3[CH:28]=2)O1, predict the reaction product. (4) Given the reactants [CH3:1][N:2]1[C:6]([CH:7]=[CH:8][C:9]#[N:10])=[CH:5][CH:4]=[N:3]1, predict the reaction product. The product is: [CH3:1][N:2]1[C:6]([CH2:7][CH2:8][CH2:9][NH2:10])=[CH:5][CH:4]=[N:3]1. (5) Given the reactants [C:1]1([S:7](Cl)(=[O:9])=[O:8])[CH:6]=[CH:5][CH:4]=[CH:3][CH:2]=1.[NH2:11][C:12]1[CH:13]=[CH:14][C:15]([O:18][C:19](=[O:28])[N:20]([CH3:27])[C:21]2[CH:26]=[CH:25][CH:24]=[CH:23][CH:22]=2)=[N:16][CH:17]=1.C(N(CC)CC)C, predict the reaction product. The product is: [C:1]1([S:7]([NH:11][C:12]2[CH:13]=[CH:14][C:15]([O:18][C:19](=[O:28])[N:20]([CH3:27])[C:21]3[CH:26]=[CH:25][CH:24]=[CH:23][CH:22]=3)=[N:16][CH:17]=2)(=[O:9])=[O:8])[CH:6]=[CH:5][CH:4]=[CH:3][CH:2]=1.